From a dataset of Peptide-MHC class II binding affinity with 134,281 pairs from IEDB. Regression. Given a peptide amino acid sequence and an MHC pseudo amino acid sequence, predict their binding affinity value. This is MHC class II binding data. (1) The peptide sequence is EKVYLAWVPAHKGIG. The binding affinity (normalized) is 0.541. The MHC is DRB1_0901 with pseudo-sequence DRB1_0901. (2) The peptide sequence is KMIGGIGGFIKVRQYDQILI. The MHC is HLA-DPA10103-DPB10401 with pseudo-sequence HLA-DPA10103-DPB10401. The binding affinity (normalized) is 0.225. (3) The peptide sequence is LLEFAVVLELAILSI. The MHC is HLA-DQA10102-DQB10602 with pseudo-sequence HLA-DQA10102-DQB10602. The binding affinity (normalized) is 0.0634. (4) The peptide sequence is SSSSSLLAMAVLAAL. The MHC is HLA-DQA10401-DQB10402 with pseudo-sequence HLA-DQA10401-DQB10402. The binding affinity (normalized) is 0.341. (5) The peptide sequence is AGWLAFFRDLVARGL. The MHC is HLA-DQA10201-DQB10202 with pseudo-sequence HLA-DQA10201-DQB10202. The binding affinity (normalized) is 0.235. (6) The peptide sequence is QEVEFIGYGKATLECKK. The MHC is DRB3_0301 with pseudo-sequence DRB3_0301. The binding affinity (normalized) is 0.462. (7) The peptide sequence is LMCEIEGHHLASAAI. The MHC is DRB5_0101 with pseudo-sequence DRB5_0101. The binding affinity (normalized) is 0.254. (8) The peptide sequence is RLTQSHPILNMIDTK. The MHC is DRB1_0405 with pseudo-sequence DRB1_0405. The binding affinity (normalized) is 0.801. (9) The peptide sequence is SHIQSAVVCGRRHGV. The MHC is HLA-DQA10401-DQB10402 with pseudo-sequence HLA-DQA10401-DQB10402. The binding affinity (normalized) is 0.190. (10) The peptide sequence is APTGMFVAGAKYMVI. The MHC is HLA-DQA10101-DQB10501 with pseudo-sequence HLA-DQA10101-DQB10501. The binding affinity (normalized) is 0.178.